From a dataset of Reaction yield outcomes from USPTO patents with 853,638 reactions. Predict the reaction yield, written as a fraction of the theoretical maximum amount of product (1.0 means a 100% yield; for example, 0.34 means a 34% yield). (1) The reactants are [Cl:1][C:2]1[CH:3]=[C:4]([N:8]2[CH:12]=[C:11]([C:13](OC)=[O:14])[C:10]([CH3:17])=[N:9]2)[CH:5]=[CH:6][CH:7]=1.[H-].[Al+3].[Li+].[H-].[H-].[H-]. The catalyst is O1CCCC1.C1(C)C=CC=CC=1.[O-2].[O-2].[Mn+4]. The product is [Cl:1][C:2]1[CH:3]=[C:4]([N:8]2[CH:12]=[C:11]([CH:13]=[O:14])[C:10]([CH3:17])=[N:9]2)[CH:5]=[CH:6][CH:7]=1. The yield is 0.230. (2) The reactants are Cl[C:2]1[N:7]=[C:6]([N:8]2[C:12]([CH3:13])=[CH:11][C:10]([CH3:14])=[N:9]2)[N:5]=[C:4]([NH:15][C:16]2[CH:21]=[CH:20][C:19]([Cl:22])=[CH:18][CH:17]=2)[CH:3]=1.[NH:23]1[CH2:28][CH2:27][O:26][CH2:25][CH2:24]1.Cl. The catalyst is CN1CCCC1=O. The product is [Cl:22][C:19]1[CH:20]=[CH:21][C:16]([NH:15][C:4]2[CH:3]=[C:2]([N:23]3[CH2:28][CH2:27][O:26][CH2:25][CH2:24]3)[N:7]=[C:6]([N:8]3[C:12]([CH3:13])=[CH:11][C:10]([CH3:14])=[N:9]3)[N:5]=2)=[CH:17][CH:18]=1. The yield is 0.640.